This data is from Reaction yield outcomes from USPTO patents with 853,638 reactions. The task is: Predict the reaction yield, written as a fraction of the theoretical maximum amount of product (1.0 means a 100% yield; for example, 0.34 means a 34% yield). (1) The reactants are [Cl:1][C:2]1[N:7]=[C:6]([CH2:8][C:9]([C:11]2[C:12]([O:24][CH3:25])=[C:13]([NH:17][C:18](=[O:23])[O:19][CH2:20][CH:21]=[CH2:22])[CH:14]=[CH:15][CH:16]=2)=O)[CH:5]=[CH:4][N:3]=1.C1C(=O)N(Br)C(=O)C1.[CH3:34][CH:35]([CH3:39])[C:36](=[S:38])[NH2:37]. The catalyst is C(Cl)Cl.CS(C)=O.CCOC(C)=O. The product is [Cl:1][C:2]1[N:7]=[C:6]([C:8]2[S:38][C:36]([CH:35]([CH3:39])[CH3:34])=[N:37][C:9]=2[C:11]2[C:12]([O:24][CH3:25])=[C:13]([NH:17][C:18](=[O:23])[O:19][CH2:20][CH:21]=[CH2:22])[CH:14]=[CH:15][CH:16]=2)[CH:5]=[CH:4][N:3]=1. The yield is 0.638. (2) The reactants are [CH2:1]([Zn]CC)C.C(C(O)=O)(F)(F)F.C(I)I.[NH2:16][C:17]1[N:21]([CH3:22])[C:20](=[O:23])[C:19]([C:35]2[CH:40]=[CH:39][C:38]([O:41][CH:42]([F:44])[F:43])=[CH:37][CH:36]=2)([C:24]2[CH:29]=[CH:28][CH:27]=[C:26](/[CH:30]=[CH:31]/[CH2:32][O:33][CH3:34])[CH:25]=2)[N:18]=1. The catalyst is C(Cl)Cl. The product is [NH2:16][C:17]1[N:21]([CH3:22])[C:20](=[O:23])[C:19]([C:35]2[CH:36]=[CH:37][C:38]([O:41][CH:42]([F:44])[F:43])=[CH:39][CH:40]=2)([C:24]2[CH:29]=[CH:28][CH:27]=[C:26]([CH:30]3[CH2:1][CH:31]3[CH2:32][O:33][CH3:34])[CH:25]=2)[N:18]=1. The yield is 0.160. (3) The reactants are [H-].[Na+].[Br-].[CH3:4][S+](C)(C)=O.[C:9]([O:13][C:14]([NH:16][CH2:17][C:18]1[C:19]([CH2:42][CH2:43][CH3:44])=[N:20][C:21]2[C:26]([C:27]=1[C:28]1[CH:33]=[CH:32][C:31]([CH3:34])=[CH:30][CH:29]=1)=[CH:25][C:24](/[CH:35]=[CH:36]/[C:37]([O:39][CH2:40][CH3:41])=[O:38])=[CH:23][CH:22]=2)=[O:15])([CH3:12])([CH3:11])[CH3:10].[Cl-].[NH4+]. The catalyst is CS(C)=O. The product is [C:9]([O:13][C:14]([NH:16][CH2:17][C:18]1[C:19]([CH2:42][CH2:43][CH3:44])=[N:20][C:21]2[C:26]([C:27]=1[C:28]1[CH:29]=[CH:30][C:31]([CH3:34])=[CH:32][CH:33]=1)=[CH:25][C:24]([CH:35]1[CH2:4][CH:36]1[C:37]([O:39][CH2:40][CH3:41])=[O:38])=[CH:23][CH:22]=2)=[O:15])([CH3:12])([CH3:11])[CH3:10]. The yield is 0.810. (4) The catalyst is CN1C(=O)CCC1.C(OCC)(=O)C.[Cu-]=O. The reactants are Cl[C:2]1[CH:7]=[CH:6][N:5]=[C:4]2[N:8]([CH2:12][O:13][CH2:14][CH2:15][Si:16]([CH3:19])([CH3:18])[CH3:17])[CH:9]=[C:10]([CH3:11])[C:3]=12.COC1C2C(=C3C(=CC=2)C(OC)=CC=N3)N=CC=1.C(=O)([O-])[O-].[Cs+].[Cs+].[C:44]1([C:50]2[N:51]=[CH:52][NH:53][CH:54]=2)[CH:49]=[CH:48][CH:47]=[CH:46][CH:45]=1. The yield is 0.100. The product is [CH3:11][C:10]1[C:3]2[C:4](=[N:5][CH:6]=[CH:7][C:2]=2[N:53]2[CH:54]=[C:50]([C:44]3[CH:49]=[CH:48][CH:47]=[CH:46][CH:45]=3)[N:51]=[CH:52]2)[N:8]([CH2:12][O:13][CH2:14][CH2:15][Si:16]([CH3:19])([CH3:18])[CH3:17])[CH:9]=1.